Task: Predict the reactants needed to synthesize the given product.. Dataset: Full USPTO retrosynthesis dataset with 1.9M reactions from patents (1976-2016) (1) Given the product [Cl:1][C:2]1[CH:7]=[CH:6][N:5]=[C:4]([C:15]([NH:14][CH3:13])=[O:16])[CH:3]=1, predict the reactants needed to synthesize it. The reactants are: [Cl:1][C:2]1[CH:7]=[CH:6][N:5]=[CH:4][CH:3]=1.OS(O)(=O)=O.[CH3:13][NH:14][CH:15]=[O:16]. (2) Given the product [CH3:1][C:2]1[C:3]([C:31]2[CH:36]=[CH:35][C:34]([F:37])=[CH:33][CH:32]=2)=[C:4]([CH3:30])[CH:5]=[C:6]([CH2:8][N:9]2[CH2:29][CH2:28][C:12]3([O:16][C:15](=[O:17])[N:14]([C:18]4[CH:27]=[CH:26][C:21]([C:22]([OH:24])=[O:23])=[CH:20][CH:19]=4)[CH2:13]3)[CH2:11][CH2:10]2)[CH:7]=1, predict the reactants needed to synthesize it. The reactants are: [CH3:1][C:2]1[C:3]([C:31]2[CH:36]=[CH:35][C:34]([F:37])=[CH:33][CH:32]=2)=[C:4]([CH3:30])[CH:5]=[C:6]([CH2:8][N:9]2[CH2:29][CH2:28][C:12]3([O:16][C:15](=[O:17])[N:14]([C:18]4[CH:27]=[CH:26][C:21]([C:22]([O:24]C)=[O:23])=[CH:20][CH:19]=4)[CH2:13]3)[CH2:11][CH2:10]2)[CH:7]=1.[OH-].[K+].C(O)(=O)C. (3) Given the product [CH3:34][O:33][C:29]1[CH:28]=[C:27]([C:22]2[C:23]3[CH2:24][CH2:25][N:16]([C:14]4[CH:13]=[CH:12][N:11]=[C:10]([N:7]5[CH2:6][CH2:5][N:4]([CH3:3])[CH2:9][CH2:8]5)[CH:15]=4)[C:18]=3[N:19]=[C:20]([N:35]3[CH2:40][CH2:39][O:38][CH2:37][CH2:36]3)[N:21]=2)[CH:32]=[CH:31][CH:30]=1, predict the reactants needed to synthesize it. The reactants are: [H-].[Na+].[CH3:3][N:4]1[CH2:9][CH2:8][N:7]([C:10]2[CH:15]=[C:14]([NH2:16])[CH:13]=[CH:12][N:11]=2)[CH2:6][CH2:5]1.Cl[C:18]1[C:23]([CH2:24][CH2:25]Cl)=[C:22]([C:27]2[CH:32]=[CH:31][CH:30]=[C:29]([O:33][CH3:34])[CH:28]=2)[N:21]=[C:20]([N:35]2[CH2:40][CH2:39][O:38][CH2:37][CH2:36]2)[N:19]=1. (4) Given the product [CH3:2][C:1]([C:4]1[CH:9]=[CH:8][CH:7]=[CH:6][CH:5]=1)([N+:10]([O-:12])=[O:11])[CH3:3], predict the reactants needed to synthesize it. The reactants are: [CH:1]([C:4]1[CH:9]=[CH:8][CH:7]=[CH:6][CH:5]=1)([CH3:3])[CH3:2].[N:10]([O:12]C(C)(C)C)=[O:11].ON1C(=O)C2=CC=CC=C2C1=O.C(C1C=CC=CC=1)(C)=C.OC(C1C=CC=CC=1)(C)C. (5) Given the product [O:19]1[CH:20]=[CH:21][CH:22]=[C:18]1[C:5]1[N:6]=[C:7]([NH:9][C:10](=[O:17])[C:11]2[CH:16]=[CH:15][CH:14]=[CH:13][CH:12]=2)[S:8][C:4]=1[I:1], predict the reactants needed to synthesize it. The reactants are: [I:1]I.Br[C:4]1[S:8][C:7]([NH:9][C:10](=[O:17])[C:11]2[CH:16]=[CH:15][CH:14]=[CH:13][CH:12]=2)=[N:6][C:5]=1[C:18]1[O:19][CH:20]=[CH:21][CH:22]=1.